This data is from Forward reaction prediction with 1.9M reactions from USPTO patents (1976-2016). The task is: Predict the product of the given reaction. (1) Given the reactants [NH:1]1[C:9]2[C:4](=[CH:5][CH:6]=[CH:7][CH:8]=2)[C@@:3]2([C:21]3[C:12](=[CH:13][C:14]4[O:19][CH2:18][CH2:17][O:16][C:15]=4[CH:20]=3)[O:11][CH2:10]2)[C:2]1=[O:22].[C:23](=O)([O-])[O-].[Cs+].[Cs+].BrC[CH2:31][CH2:32][CH2:33][CH3:34], predict the reaction product. The product is: [C:32]([N:1]1[C:9]2[C:4](=[CH:5][CH:6]=[CH:7][CH:8]=2)[C@@:3]2([C:21]3[C:12](=[CH:13][C:14]4[O:19][CH2:18][CH2:17][O:16][C:15]=4[CH:20]=3)[O:11][CH2:10]2)[C:2]1=[O:22])([CH2:33][CH3:34])([CH3:23])[CH3:31]. (2) Given the reactants [O:1]=[C:2]1[C:6]2[CH:7]=[CH:8][C:9]([CH2:11][CH:12]=O)=[CH:10][C:5]=2[CH2:4][O:3]1.[N:14]1([CH:20]2[CH2:29][CH2:28][C:27]3[CH:26]=[C:25]([C:30]#[N:31])[CH:24]=[CH:23][C:22]=3[CH2:21]2)[CH2:19][CH2:18][NH:17][CH2:16][CH2:15]1, predict the reaction product. The product is: [O:1]=[C:2]1[C:6]2[CH:7]=[CH:8][C:9]([CH2:11][CH2:12][N:17]3[CH2:16][CH2:15][N:14]([CH:20]4[CH2:29][CH2:28][C:27]5[CH:26]=[C:25]([C:30]#[N:31])[CH:24]=[CH:23][C:22]=5[CH2:21]4)[CH2:19][CH2:18]3)=[CH:10][C:5]=2[CH2:4][O:3]1. (3) The product is: [F:8][C:4]1[CH:5]=[CH:6][CH:7]=[C:2]([F:1])[C:3]=1[C:9]1[CH:10]=[C:11]2[C:15](=[CH:16][CH:17]=1)[NH:14][N:13]=[C:12]2[C:24]1[N:29]=[C:28]([NH:30][C@@H:31]2[CH2:35][CH2:34][NH:33][CH2:32]2)[CH:27]=[N:26][CH:25]=1. Given the reactants [F:1][C:2]1[CH:7]=[CH:6][CH:5]=[C:4]([F:8])[C:3]=1[C:9]1[CH:10]=[C:11]2[C:15](=[CH:16][CH:17]=1)[N:14](C1CCCCO1)[N:13]=[C:12]2[C:24]1[N:29]=[C:28]([NH:30][C@@H:31]2[CH2:35][CH2:34][N:33](C(OC(C)(C)C)=O)[CH2:32]2)[CH:27]=[N:26][CH:25]=1.C(O)(C(F)(F)F)=O, predict the reaction product. (4) Given the reactants [O:1]1[C:5]2[CH:6]=[CH:7][CH:8]=[CH:9][C:4]=2[C:3]([C:10]2[C:15](=O)[N:14]3[CH:17]=[C:18]([C:20]([CH3:23])([CH3:22])[CH3:21])[NH:19][C:13]3=[C:12]([C:24]#[N:25])[C:11]=2[CH3:26])=[CH:2]1.P(Cl)(Cl)([Cl:29])=O, predict the reaction product. The product is: [O:1]1[C:5]2[CH:6]=[CH:7][CH:8]=[CH:9][C:4]=2[C:3]([C:10]2[C:11]([CH3:26])=[C:12]([C:24]#[N:25])[C:13]3[N:14]([CH:17]=[C:18]([C:20]([CH3:23])([CH3:22])[CH3:21])[N:19]=3)[C:15]=2[Cl:29])=[CH:2]1. (5) Given the reactants Cl[C:2]1[CH:7]=[C:6]([Cl:8])[N:5]=[CH:4][N:3]=1.[C:9]([NH:16][C:17]1[CH:22]=[CH:21][C:20]([NH2:23])=[CH:19][CH:18]=1)([O:11][C:12]([CH3:15])([CH3:14])[CH3:13])=[O:10].C(N(C(C)C)CC)(C)C, predict the reaction product. The product is: [Cl:8][C:6]1[N:5]=[CH:4][N:3]=[C:2]([NH:23][C:20]2[CH:19]=[CH:18][C:17]([NH:16][C:9](=[O:10])[O:11][C:12]([CH3:14])([CH3:13])[CH3:15])=[CH:22][CH:21]=2)[CH:7]=1. (6) Given the reactants [Cl:1][C:2]1[CH:3]=[CH:4][C:5]([N+:15]([O-])=O)=[C:6]([NH:8][C:9]2[CH:14]=[CH:13][CH:12]=[CH:11][CH:10]=2)[CH:7]=1.CO.[NH4+].[Cl-], predict the reaction product. The product is: [Cl:1][C:2]1[CH:7]=[C:6]([NH:8][C:9]2[CH:14]=[CH:13][CH:12]=[CH:11][CH:10]=2)[C:5]([NH2:15])=[CH:4][CH:3]=1. (7) Given the reactants [H-].[Na+].[Cl:3][C:4]1[CH:5]=[CH:6][C:7]([CH3:14])=[C:8]([CH:10]=[CH:11][C:12]#[N:13])[CH:9]=1.C1(C)C=CC(S([CH2:24][N+:25]#[C-])(=O)=O)=CC=1.O.[CH2:29]1COCC1, predict the reaction product. The product is: [Cl:3][C:4]1[CH:5]=[CH:6][C:7]([CH3:14])=[C:8]([C:10]2[C:11]([C:24]#[N:25])=[CH:12][NH:13][CH:29]=2)[CH:9]=1. (8) Given the reactants [C:1]([C:5]1[CH:6]=[C:7]([NH:18][C:19]([NH:21][C@@H:22]2[C:31]3[C:26](=[CH:27][CH:28]=[CH:29][CH:30]=3)[C@H:25]([O:32][C:33]3[CH:34]=[CH:35][C:36]4[N:37]([C:39]([N:42]5[CH2:47][CH2:46][CH2:45][CH2:44][C@@H:43]5[CH3:48])=[N:40][N:41]=4)[CH:38]=3)[CH2:24][CH2:23]2)=[O:20])[N:8]([C:10]2[CH:15]=[CH:14][C:13](C=O)=[CH:12][CH:11]=2)[N:9]=1)([CH3:4])([CH3:3])[CH3:2].[CH3:49][O:50][CH2:51][CH2:52][NH:53][CH3:54].[C:55]([O:58][BH-](OC(=O)C)OC(=O)C)(=[O:57])C.[Na+].O, predict the reaction product. The product is: [CH:55]([OH:58])=[O:57].[C:1]([C:5]1[CH:6]=[C:7]([NH:18][C:19]([NH:21][C@@H:22]2[C:31]3[C:26](=[CH:27][CH:28]=[CH:29][CH:30]=3)[C@H:25]([O:32][C:33]3[CH:34]=[CH:35][C:36]4[N:37]([C:39]([N:42]5[CH2:47][CH2:46][CH2:45][CH2:44][C@@H:43]5[CH3:48])=[N:40][N:41]=4)[CH:38]=3)[CH2:24][CH2:23]2)=[O:20])[N:8]([C:10]2[CH:15]=[CH:14][C:13]([CH2:54][N:53]([CH2:52][CH2:51][O:50][CH3:49])[CH3:55])=[CH:12][CH:11]=2)[N:9]=1)([CH3:3])([CH3:2])[CH3:4]. (9) Given the reactants [CH:1]1([CH2:7][CH2:8][C:9]([O:11]CC)=O)[CH2:6][CH2:5][CH2:4][CH2:3][CH2:2]1.[CH3:14][O-].[Na+].C(OC)=O.Cl.[NH2:22][C:23]([NH2:25])=[NH:24].Cl, predict the reaction product. The product is: [NH2:24][C:23]1[NH:25][C:9](=[O:11])[C:8]([CH2:7][CH:1]2[CH2:2][CH2:3][CH2:4][CH2:5][CH2:6]2)=[CH:14][N:22]=1.